This data is from NCI-60 drug combinations with 297,098 pairs across 59 cell lines. The task is: Regression. Given two drug SMILES strings and cell line genomic features, predict the synergy score measuring deviation from expected non-interaction effect. (1) Drug 1: CC12CCC(CC1=CCC3C2CCC4(C3CC=C4C5=CN=CC=C5)C)O. Drug 2: CC1=C(N=C(N=C1N)C(CC(=O)N)NCC(C(=O)N)N)C(=O)NC(C(C2=CN=CN2)OC3C(C(C(C(O3)CO)O)O)OC4C(C(C(C(O4)CO)O)OC(=O)N)O)C(=O)NC(C)C(C(C)C(=O)NC(C(C)O)C(=O)NCCC5=NC(=CS5)C6=NC(=CS6)C(=O)NCCC[S+](C)C)O. Cell line: NCI-H460. Synergy scores: CSS=14.2, Synergy_ZIP=-11.3, Synergy_Bliss=-10.1, Synergy_Loewe=-36.7, Synergy_HSA=-10.2. (2) Drug 1: CN(C)N=NC1=C(NC=N1)C(=O)N. Drug 2: N.N.Cl[Pt+2]Cl. Cell line: HCC-2998. Synergy scores: CSS=2.27, Synergy_ZIP=1.54, Synergy_Bliss=1.34, Synergy_Loewe=1.73, Synergy_HSA=0.817. (3) Drug 1: C1CCC(C1)C(CC#N)N2C=C(C=N2)C3=C4C=CNC4=NC=N3. Drug 2: C1CC(=O)NC(=O)C1N2CC3=C(C2=O)C=CC=C3N. Cell line: UACC62. Synergy scores: CSS=-2.57, Synergy_ZIP=3.69, Synergy_Bliss=1.57, Synergy_Loewe=-8.07, Synergy_HSA=-7.94. (4) Drug 1: C1=CC(=CC=C1CC(C(=O)O)N)N(CCCl)CCCl.Cl. Drug 2: C1C(C(OC1N2C=NC(=NC2=O)N)CO)O. Cell line: MALME-3M. Synergy scores: CSS=17.0, Synergy_ZIP=-5.63, Synergy_Bliss=3.77, Synergy_Loewe=0.344, Synergy_HSA=2.66. (5) Drug 1: C1C(C(OC1N2C=C(C(=O)NC2=O)F)CO)O. Drug 2: C1CN(CCN1C(=O)CCBr)C(=O)CCBr. Cell line: T-47D. Synergy scores: CSS=9.54, Synergy_ZIP=-2.89, Synergy_Bliss=0.872, Synergy_Loewe=-1.20, Synergy_HSA=-1.44.